Regression. Given a peptide amino acid sequence and an MHC pseudo amino acid sequence, predict their binding affinity value. This is MHC class I binding data. From a dataset of Peptide-MHC class I binding affinity with 185,985 pairs from IEDB/IMGT. The peptide sequence is AQNALDNLVM. The MHC is HLA-B15:01 with pseudo-sequence HLA-B15:01. The binding affinity (normalized) is 0.935.